From a dataset of Forward reaction prediction with 1.9M reactions from USPTO patents (1976-2016). Predict the product of the given reaction. Given the reactants C([O:3][C:4](C1NC2C(C=1)=CC=CC=2)=[O:5])C.[N+:15]([C:18]1[CH:39]=[CH:38][C:21]([CH2:22][N:23]2[C:31]3[C:26](=[CH:27][CH:28]=[CH:29][CH:30]=3)[C:25]([C:32]3[CH:37]=[CH:36][CH:35]=[CH:34][CH:33]=3)=[CH:24]2)=[CH:20][CH:19]=1)([O-])=O.[CH3:40][S:41](Cl)(=[O:43])=[O:42], predict the reaction product. The product is: [CH3:40][S:41]([NH:15][C:18]1[CH:39]=[CH:38][C:21]([CH2:22][N:23]2[C:31]3[C:26](=[CH:27][CH:28]=[CH:29][CH:30]=3)[C:25]([C:32]3[CH:37]=[CH:36][CH:35]=[CH:34][CH:33]=3)=[C:24]2[C:4]([OH:3])=[O:5])=[CH:20][CH:19]=1)(=[O:43])=[O:42].